Dataset: Full USPTO retrosynthesis dataset with 1.9M reactions from patents (1976-2016). Task: Predict the reactants needed to synthesize the given product. (1) Given the product [CH3:1][C:2]1[C:3]2[C:8]([N:9]=[C:10]3[C:15]=1[CH2:14][CH2:13][CH2:12][C:11]3=[O:16])=[CH:7][CH:6]=[CH:5][CH:4]=2, predict the reactants needed to synthesize it. The reactants are: [CH3:1][C:2]1[C:3]2[C:8]([N:9]=[C:10]3[C:15]=1[CH2:14][CH2:13][CH2:12][CH:11]3[OH:16])=[CH:7][CH:6]=[CH:5][CH:4]=2. (2) Given the product [Cl:1][C:2]1[CH:7]=[CH:6][C:5]([N:8]2[C:14](=[O:15])[CH:13]([CH2:35][CH3:36])[C:12]3=[N:16][N:17]=[C:18]([CH3:19])[N:11]3[C:10]3[CH:20]=[CH:21][CH:22]=[CH:23][C:9]2=3)=[CH:4][CH:3]=1, predict the reactants needed to synthesize it. The reactants are: [Cl:1][C:2]1[CH:7]=[CH:6][C:5]([N:8]2[C:14](=[O:15])[CH2:13][C:12]3=[N:16][N:17]=[C:18]([CH3:19])[N:11]3[C:10]3[CH:20]=[CH:21][CH:22]=[CH:23][C:9]2=3)=[CH:4][CH:3]=1.C[Si]([N-][Si](C)(C)C)(C)C.[Li+].I[CH2:35][CH3:36]. (3) The reactants are: [O:1]([C:8]1[CH:16]=[CH:15][C:11]([C:12]([OH:14])=O)=[CH:10][CH:9]=1)[C:2]1[CH:7]=[CH:6][CH:5]=[CH:4][CH:3]=1.ON1C2C=CC=CC=2N=N1.Cl.C(N=C=NCCCN(C)C)C.[Si]([O:46][CH2:47][C:48]1[S:52][C:51]([C:53](=[N:55]O)[NH2:54])=[C:50]([CH3:57])[CH:49]=1)(C(C)(C)C)(C)C.[F-].C([N+](CCCC)(CCCC)CCCC)CCC. Given the product [CH3:57][C:50]1[CH:49]=[C:48]([CH2:47][OH:46])[S:52][C:51]=1[C:53]1[N:55]=[C:12]([C:11]2[CH:10]=[CH:9][C:8]([O:1][C:2]3[CH:3]=[CH:4][CH:5]=[CH:6][CH:7]=3)=[CH:16][CH:15]=2)[O:14][N:54]=1, predict the reactants needed to synthesize it. (4) Given the product [NH2:19][C:18]([NH:17][CH2:16][CH:13]1[CH2:14][CH2:15][N:10]([CH2:9][C:4]2[CH:5]=[CH:6][C:7]([Cl:8])=[C:2]([Cl:1])[CH:3]=2)[CH2:11][CH2:12]1)=[S:37], predict the reactants needed to synthesize it. The reactants are: [Cl:1][C:2]1[CH:3]=[C:4]([CH2:9][N:10]2[CH2:15][CH2:14][CH:13]([CH2:16][NH:17][C:18](=[S:37])[NH:19]C(OCC3C4C=CC=CC=4C4C3=CC=CC=4)=O)[CH2:12][CH2:11]2)[CH:5]=[CH:6][C:7]=1[Cl:8].N1CCCCC1.O. (5) Given the product [O:17]1[CH:16]=[CH:15][O:13][CH:12]1[CH2:11][CH2:5][C:3](=[O:4])[CH2:2][C:1]([O:7][CH2:8][CH3:9])=[O:6], predict the reactants needed to synthesize it. The reactants are: [C:1]([O:7][CH2:8][CH3:9])(=[O:6])[CH2:2][C:3]([CH3:5])=[O:4].Br[CH2:11][CH:12]1[O:17][CH2:16][CH2:15]C[O:13]1. (6) Given the product [F:70][C:31]([F:30])([S:66]([O-:69])(=[O:67])=[O:68])[CH:32]([O:37][C:38](=[O:65])[CH2:39][CH2:40][C@H:41]([C@@H:43]1[C@:60]2([CH3:61])[C@H:46]([C@H:47]3[C@H:57]([CH2:58][C:59]2=[O:62])[C@:55]2([CH3:56])[CH:50]([CH2:51][C:52](=[O:63])[CH2:53][CH2:54]2)[CH2:49][C:48]3=[O:64])[CH2:45][CH2:44]1)[CH3:42])[C:33]([F:34])([F:36])[F:35].[F:1][C:2]([F:15])([F:16])[CH2:3][O:4][C:5]1[C:14]2[C:9](=[CH:10][CH:11]=[CH:12][CH:13]=2)[C:8]([S+:21]2[CH2:17][CH2:18][CH2:19][CH2:20]2)=[CH:7][CH:6]=1, predict the reactants needed to synthesize it. The reactants are: [F:1][C:2]([F:16])([F:15])[CH2:3][O:4][C:5]1[C:14]2[C:9](=[CH:10][CH:11]=[CH:12][CH:13]=2)[CH:8]=[CH:7][CH:6]=1.[CH2:17]1[S:21](=O)[CH2:20][CH2:19][CH2:18]1.C(OC(C)C)(C)C.[F:30][C:31]([F:70])([S:66]([O-:69])(=[O:68])=[O:67])[CH:32]([O:37][C:38](=[O:65])[CH2:39][CH2:40][C@H:41]([C@@H:43]1[C@:60]2([CH3:61])[C@H:46]([C@H:47]3[C@H:57]([CH2:58][C:59]2=[O:62])[C@:55]2([CH3:56])[CH:50]([CH2:51][C:52](=[O:63])[CH2:53][CH2:54]2)[CH2:49][C:48]3=[O:64])[CH2:45][CH2:44]1)[CH3:42])[C:33]([F:36])([F:35])[F:34].C([N+](C)(C)C)C1C=CC=CC=1. (7) Given the product [CH3:30][N:31]([CH3:32])[C:3]1[O:7][N:6]=[C:5]([C:8]2[CH:13]=[CH:12][N:11]=[C:10]([N:14]3[CH2:15][CH2:16][N:17]([C:20]([O:22][CH2:23][C:24]([CH3:26])([CH3:27])[CH3:25])=[O:21])[CH2:18][CH2:19]3)[CH:9]=2)[N:4]=1, predict the reactants needed to synthesize it. The reactants are: ClC(Cl)(Cl)[C:3]1[O:7][N:6]=[C:5]([C:8]2[CH:13]=[CH:12][N:11]=[C:10]([N:14]3[CH2:19][CH2:18][N:17]([C:20]([O:22][CH2:23][C:24]([CH3:27])([CH3:26])[CH3:25])=[O:21])[CH2:16][CH2:15]3)[CH:9]=2)[N:4]=1.[CH3:30][NH:31][CH3:32].